The task is: Predict the product of the given reaction.. This data is from Forward reaction prediction with 1.9M reactions from USPTO patents (1976-2016). (1) Given the reactants [CH:1]([N:4]=[C:5]=[O:6])([CH3:3])[CH3:2].[Cl:7][C:8]1[CH:16]=[C:15]([Cl:17])[C:14]([O:18][CH3:19])=[C:13]2[C:9]=1[CH2:10][CH2:11][CH:12]2[NH:20][C:21]1[CH:30]=[CH:29][C:28]2[C:23](=[CH:24][CH:25]=[C:26]([NH2:31])[CH:27]=2)[N:22]=1, predict the reaction product. The product is: [Cl:7][C:8]1[CH:16]=[C:15]([Cl:17])[C:14]([O:18][CH3:19])=[C:13]2[C:9]=1[CH2:10][CH2:11][CH:12]2[NH:20][C:21]1[CH:30]=[CH:29][C:28]2[C:23](=[CH:24][CH:25]=[C:26]([NH:31][C:5]([NH:4][CH:1]([CH3:3])[CH3:2])=[O:6])[CH:27]=2)[N:22]=1. (2) Given the reactants Cl.[Cl:2][C:3]1[CH:8]=[CH:7][CH:6]=[CH:5][C:4]=1[CH2:9][C:10]([CH:12]1[CH2:17][CH2:16][NH:15][CH2:14][CH2:13]1)=[O:11].[C:18]([O:22][C:23]1[C:24]([CH:29]=O)=[N:25][CH:26]=[CH:27][N:28]=1)([CH3:21])([CH3:20])[CH3:19].C(O[BH-](OC(=O)C)OC(=O)C)(=O)C.[Na+].[OH-].[Na+], predict the reaction product. The product is: [C:18]([O:22][C:23]1[C:24]([CH2:29][N:15]2[CH2:14][CH2:13][CH:12]([C:10](=[O:11])[CH2:9][C:4]3[CH:5]=[CH:6][CH:7]=[CH:8][C:3]=3[Cl:2])[CH2:17][CH2:16]2)=[N:25][CH:26]=[CH:27][N:28]=1)([CH3:21])([CH3:20])[CH3:19]. (3) Given the reactants [C:1]([OH:5])(=O)[CH2:2][OH:3].[NH2:6][CH2:7][CH2:8][O:9][C:10]1[CH:19]=[CH:18][CH:17]=[C:16]2[C:11]=1[C:12]([NH:20][C:21]1[CH:26]=[CH:25][C:24]([O:27][CH2:28][C:29]3[CH:34]=[CH:33][CH:32]=[CH:31][N:30]=3)=[C:23]([Cl:35])[CH:22]=1)=[N:13][CH:14]=[N:15]2, predict the reaction product. The product is: [Cl:35][C:23]1[CH:22]=[C:21]([NH:20][C:12]2[C:11]3[C:16](=[CH:17][CH:18]=[CH:19][C:10]=3[O:9][CH2:8][CH2:7][NH:6][C:1](=[O:5])[CH2:2][OH:3])[N:15]=[CH:14][N:13]=2)[CH:26]=[CH:25][C:24]=1[O:27][CH2:28][C:29]1[CH:34]=[CH:33][CH:32]=[CH:31][N:30]=1. (4) Given the reactants [C:1]([O:5][C:6]([N:8]1[CH2:13][CH:12]2[C:10]([C:14]3[CH:19]=[CH:18][C:17](Br)=[CH:16][CH:15]=3)([CH2:11]2)[CH2:9]1)=[O:7])([CH3:4])([CH3:3])[CH3:2].CC(C)([O-])C.[Na+].[NH:27]1[CH2:32][CH2:31][S:30][CH2:29][CH2:28]1, predict the reaction product. The product is: [C:1]([O:5][C:6]([N:8]1[CH2:13][CH:12]2[C:10]([C:14]3[CH:19]=[CH:18][C:17]([N:27]4[CH2:32][CH2:31][S:30][CH2:29][CH2:28]4)=[CH:16][CH:15]=3)([CH2:11]2)[CH2:9]1)=[O:7])([CH3:4])([CH3:3])[CH3:2]. (5) Given the reactants [O:1]1[CH:6]=[CH:5][CH2:4][CH2:3][CH2:2]1.[Br:7][CH2:8][CH2:9][OH:10].O.C1(C)C=CC(S(O)(=O)=O)=CC=1, predict the reaction product. The product is: [Br:7][CH2:8][CH2:9][O:10][CH:6]1[CH2:5][CH2:4][CH2:3][CH2:2][O:1]1. (6) Given the reactants C[O:2][C:3](=[O:42])[C:4]1[CH:9]=[CH:8][C:7]([NH:10][C:11](=[O:41])[CH2:12][N:13]2[CH2:17][C@@H:16]([CH2:18][C:19]([CH3:22])([CH3:21])[CH3:20])[C@@:15]([C:25]3[CH:30]=[CH:29][C:28]([Cl:31])=[CH:27][C:26]=3[F:32])([C:23]#[N:24])[C@H:14]2[C:33]2[CH:38]=[CH:37][CH:36]=[C:35]([Cl:39])[C:34]=2[F:40])=[CH:6][CH:5]=1.[Li+].[OH-], predict the reaction product. The product is: [Cl:39][C:35]1[C:34]([F:40])=[C:33]([C@@H:14]2[C@:15]([C:25]3[CH:30]=[CH:29][C:28]([Cl:31])=[CH:27][C:26]=3[F:32])([C:23]#[N:24])[C@H:16]([CH2:18][C:19]([CH3:22])([CH3:21])[CH3:20])[CH2:17][N:13]2[CH2:12][C:11]([NH:10][C:7]2[CH:6]=[CH:5][C:4]([C:3]([OH:42])=[O:2])=[CH:9][CH:8]=2)=[O:41])[CH:38]=[CH:37][CH:36]=1. (7) Given the reactants [Cl:1][C:2]1[CH:7]=[CH:6][CH:5]=[C:4]([Cl:8])[C:3]=1[CH2:9][S:10]([C:13]1[CH:14]=[C:15]2[C:19](=[CH:20][CH:21]=1)[NH:18][C:17](=[O:22])/[C:16]/2=[CH:23]\[C:24]1[NH:28][C:27]([CH3:29])=[C:26]([CH2:30][C:31](O)=[O:32])[C:25]=1[CH3:34])(=[O:12])=[O:11].C1C=CC2N(O)N=NC=2C=1.CCN=C=NCCCN(C)C.[N:56]1([CH2:61][C@@H:62]2[CH2:67][CH2:66][CH2:65][NH:64][CH2:63]2)[CH2:60][CH2:59][CH2:58][CH2:57]1, predict the reaction product. The product is: [Cl:8][C:4]1[CH:5]=[CH:6][CH:7]=[C:2]([Cl:1])[C:3]=1[CH2:9][S:10]([C:13]1[CH:14]=[C:15]2[C:19](=[CH:20][CH:21]=1)[NH:18][C:17](=[O:22])/[C:16]/2=[CH:23]\[C:24]1[NH:28][C:27]([CH3:29])=[C:26]([CH2:30][C:31](=[O:32])[N:64]2[CH2:65][CH2:66][CH2:67][C@@H:62]([CH2:61][N:56]3[CH2:57][CH2:58][CH2:59][CH2:60]3)[CH2:63]2)[C:25]=1[CH3:34])(=[O:12])=[O:11].